The task is: Regression. Given a peptide amino acid sequence and an MHC pseudo amino acid sequence, predict their binding affinity value. This is MHC class II binding data.. This data is from Peptide-MHC class II binding affinity with 134,281 pairs from IEDB. (1) The peptide sequence is AFILDGDILFPKV. The MHC is DRB3_0101 with pseudo-sequence DRB3_0101. The binding affinity (normalized) is 0.980. (2) The peptide sequence is IVYSLVTTISSLSRI. The MHC is H-2-IAb with pseudo-sequence H-2-IAb. The binding affinity (normalized) is 0.648. (3) The peptide sequence is EMTYKNKVVKVLRPA. The MHC is DRB3_0202 with pseudo-sequence DRB3_0202. The binding affinity (normalized) is 0.686. (4) The peptide sequence is THGIRPVVSTQLLLY. The MHC is DRB1_0901 with pseudo-sequence DRB1_0901. The binding affinity (normalized) is 0.698.